Task: Binary Classification. Given a drug SMILES string, predict its activity (active/inactive) in a high-throughput screening assay against a specified biological target.. Dataset: Cav3 T-type calcium channel HTS with 100,875 compounds (1) The compound is S=C(N\N=C1\CCCc2c1cc(cc2C)C)Nc1ccc(cc1)C. The result is 0 (inactive). (2) The drug is O(c1ccc(C(Nc2ccc(cc2)C)C#N)cc1)C. The result is 0 (inactive). (3) The drug is s1c(NC(=O)CSc2n(c(nn2)Cc2nc(sc2)N)C)c(c(c1C)C)C(OCC)=O. The result is 0 (inactive).